Task: Predict the reactants needed to synthesize the given product.. Dataset: Full USPTO retrosynthesis dataset with 1.9M reactions from patents (1976-2016) Given the product [Br:1][C:2]1[CH:16]=[C:15](/[CH:17]=[CH:18]/[CH:19]([C:24]2[CH:25]=[C:26]([Cl:32])[C:27]([Cl:31])=[C:28]([Cl:30])[CH:29]=2)[C:20]([F:23])([F:21])[F:22])[CH:14]=[CH:13][C:3]=1[C:4]([NH:6][CH:7]1[CH2:12][CH2:11][N:10]([CH2:19][C:20]([F:23])([F:22])[F:21])[CH2:9][CH2:8]1)=[O:5], predict the reactants needed to synthesize it. The reactants are: [Br:1][C:2]1[CH:16]=[C:15](/[CH:17]=[CH:18]/[CH:19]([C:24]2[CH:29]=[C:28]([Cl:30])[C:27]([Cl:31])=[C:26]([Cl:32])[CH:25]=2)[C:20]([F:23])([F:22])[F:21])[CH:14]=[CH:13][C:3]=1[C:4]([NH:6][CH:7]1[CH2:12][CH2:11][NH:10][CH2:9][CH2:8]1)=[O:5].